From a dataset of HIV replication inhibition screening data with 41,000+ compounds from the AIDS Antiviral Screen. Binary Classification. Given a drug SMILES string, predict its activity (active/inactive) in a high-throughput screening assay against a specified biological target. (1) The compound is Cc1ccc(C)n1-c1ccccc1C1C=Cn2c3c1c(=O)c(OC(C)C)c(OC(C)C)c-3n[nH]c2=O. The result is 0 (inactive). (2) The molecule is COC(=O)C12CCC(=O)N1C(C(=O)O)Cc1c2[nH]c2ccccc12. The result is 0 (inactive). (3) The drug is N=c1oc2ccccc2cc1-c1nc(O)c2ccccc2n1. The result is 0 (inactive).